This data is from Full USPTO retrosynthesis dataset with 1.9M reactions from patents (1976-2016). The task is: Predict the reactants needed to synthesize the given product. Given the product [F:17][C:2]([F:1])([F:16])[CH:3]([C:5]1[CH:10]=[CH:9][N:8]=[C:7]([CH2:11][C:12]([O:14][CH3:15])=[O:13])[CH:6]=1)[CH3:4], predict the reactants needed to synthesize it. The reactants are: [F:1][C:2]([F:17])([F:16])[C:3]([C:5]1[CH:10]=[CH:9][N:8]=[C:7]([CH2:11][C:12]([O:14][CH3:15])=[O:13])[CH:6]=1)=[CH2:4].